This data is from Forward reaction prediction with 1.9M reactions from USPTO patents (1976-2016). The task is: Predict the product of the given reaction. (1) Given the reactants [Cl:1][C:2]1[C:6]([C:7]#[N:8])=[C:5]([C:9]2[CH:14]=[CH:13][C:12]([NH:15]C(=O)OC(C)(C)C)=[CH:11][CH:10]=2)[S:4][N:3]=1.C(O)(C(F)(F)F)=O, predict the reaction product. The product is: [NH2:15][C:12]1[CH:11]=[CH:10][C:9]([C:5]2[S:4][N:3]=[C:2]([Cl:1])[C:6]=2[C:7]#[N:8])=[CH:14][CH:13]=1. (2) Given the reactants [CH2:1]([N:3]1[C:8]2[N:9]=[C:10](S(C)=O)[N:11]=[CH:12][C:7]=2[CH:6]=[C:5]([C:16]2[CH:21]=[CH:20][CH:19]=[CH:18][C:17]=2[S:22]([CH3:25])(=[O:24])=[O:23])[C:4]1=[O:26])[CH3:2].[CH2:27]([N:29]1[CH2:34][CH2:33][CH:32]([CH2:35][CH2:36][NH2:37])[CH2:31][CH2:30]1)[CH3:28].CCN(C(C)C)C(C)C, predict the reaction product. The product is: [CH2:1]([N:3]1[C:8]2[N:9]=[C:10]([NH:37][CH2:36][CH2:35][CH:32]3[CH2:31][CH2:30][N:29]([CH2:27][CH3:28])[CH2:34][CH2:33]3)[N:11]=[CH:12][C:7]=2[CH:6]=[C:5]([C:16]2[CH:21]=[CH:20][CH:19]=[CH:18][C:17]=2[S:22]([CH3:25])(=[O:23])=[O:24])[C:4]1=[O:26])[CH3:2]. (3) Given the reactants [NH2:1][C:2]1[CH:3]=[C:4]([C:12]2[O:13][C:14]3[CH:20]=[CH:19][CH:18]=[C:17]([CH3:21])[C:15]=3[N:16]=2)[C:5]([NH:8][CH2:9][CH2:10][CH3:11])=[CH:6][CH:7]=1.[CH:22]1[C:27]([C:28]([OH:30])=[O:29])=[CH:26][C:25]2[C:31]([O:33][C:34](=O)[C:24]=2[CH:23]=1)=[O:32], predict the reaction product. The product is: [CH3:21][C:17]1[C:15]2[N:16]=[C:12]([C:4]3[CH:3]=[C:2]([N:1]4[C:31](=[O:32])[C:25]5[C:24](=[CH:23][CH:22]=[C:27]([C:28]([OH:30])=[O:29])[CH:26]=5)[C:34]4=[O:33])[CH:7]=[CH:6][C:5]=3[NH:8][CH2:9][CH2:10][CH3:11])[O:13][C:14]=2[CH:20]=[CH:19][CH:18]=1.